From a dataset of Forward reaction prediction with 1.9M reactions from USPTO patents (1976-2016). Predict the product of the given reaction. (1) Given the reactants [C:1]([O:5][C:6]([N:8]1[CH2:13][CH2:12][CH2:11][C@H:10]([CH2:14][O:15][C:16]2[CH:21]=[CH:20][CH:19]=[CH:18][C:17]=2[OH:22])[CH2:9]1)=[O:7])([CH3:4])([CH3:3])[CH3:2].[CH:23]1(O)[CH2:28][CH2:27][CH2:26][CH2:25][CH2:24]1.C1(P(C2C=CC=CC=2)C2C=CC=CC=2)C=CC=CC=1.N(C(OC(C)C)=O)=NC(OC(C)C)=O.CC(OC(/N=N/C(OC(C)C)=O)=O)C, predict the reaction product. The product is: [C:1]([O:5][C:6]([N:8]1[CH2:13][CH2:12][CH2:11][C@H:10]([CH2:14][O:15][C:16]2[CH:21]=[CH:20][CH:19]=[CH:18][C:17]=2[O:22][CH:23]2[CH2:28][CH2:27][CH2:26][CH2:25][CH2:24]2)[CH2:9]1)=[O:7])([CH3:4])([CH3:2])[CH3:3]. (2) Given the reactants [F:1][C:2]1[CH:7]=[CH:6][C:5]([C:8]2([C:14]([OH:16])=O)[CH2:13][CH2:12][CH2:11][CH2:10][CH2:9]2)=[CH:4][CH:3]=1.[NH2:17][CH2:18][CH2:19][CH2:20][N:21]1[CH2:26][CH2:25][CH:24]([C:27]2[CH:28]=[C:29]([NH:34][C:35](=[O:39])[CH:36]([CH3:38])[CH3:37])[CH:30]=[CH:31][C:32]=2[F:33])[CH2:23][CH2:22]1, predict the reaction product. The product is: [F:33][C:32]1[CH:31]=[CH:30][C:29]([NH:34][C:35](=[O:39])[CH:36]([CH3:38])[CH3:37])=[CH:28][C:27]=1[CH:24]1[CH2:23][CH2:22][N:21]([CH2:20][CH2:19][CH2:18][NH:17][C:14]([C:8]2([C:5]3[CH:4]=[CH:3][C:2]([F:1])=[CH:7][CH:6]=3)[CH2:9][CH2:10][CH2:11][CH2:12][CH2:13]2)=[O:16])[CH2:26][CH2:25]1.